From a dataset of Forward reaction prediction with 1.9M reactions from USPTO patents (1976-2016). Predict the product of the given reaction. (1) The product is: [Br:1][C:2]1[CH:3]=[C:4]([CH:19]=[C:20]([C:22]#[N:23])[CH:21]=1)[O:5][CH:6]1[CH2:7][CH2:8][N:9]([C:12]([O:14][C:15]([CH3:16])([CH3:17])[CH3:18])=[O:13])[CH2:10][CH2:11]1. Given the reactants [Br:1][C:2]1[CH:3]=[C:4]([CH:19]=[C:20](/[CH:22]=[N:23]/O)[CH:21]=1)[O:5][CH:6]1[CH2:11][CH2:10][N:9]([C:12]([O:14][C:15]([CH3:18])([CH3:17])[CH3:16])=[O:13])[CH2:8][CH2:7]1.CS(Cl)(=O)=O, predict the reaction product. (2) Given the reactants C([N:4]1[C:12]2[C:7](=[C:8]([CH3:17])[C:9]([N+:14]([O-:16])=[O:15])=[C:10]([CH3:13])[CH:11]=2)[CH2:6][CH2:5]1)(=O)C.Cl, predict the reaction product. The product is: [CH3:17][C:8]1[C:9]([N+:14]([O-:16])=[O:15])=[C:10]([CH3:13])[CH:11]=[C:12]2[C:7]=1[CH2:6][CH2:5][NH:4]2. (3) Given the reactants Cl[C:2]1[CH:11]=[CH:10][C:9]2[C:4](=[CH:5][CH:6]=[CH:7][CH:8]=2)[N:3]=1.[F-:12].[Cs+], predict the reaction product. The product is: [F:12][C:2]1[CH:11]=[CH:10][C:9]2[C:4](=[CH:5][CH:6]=[CH:7][CH:8]=2)[N:3]=1. (4) Given the reactants [NH2:1][C@H:2]([C:7]([O:9][C@H:10]1[C:18]2[C:13](=[CH:14][CH:15]=[CH:16][CH:17]=2)[CH2:12][C@:11]1([CH2:28][C:29]1[CH:37]=[CH:36][C:32]([C:33](O)=[O:34])=[CH:31][CH:30]=1)[C:19]1[CH2:20][C:21]2[C:26]([CH:27]=1)=[CH:25][CH:24]=[CH:23][CH:22]=2)=[O:8])[CH2:3][CH:4]([CH3:6])[CH3:5].CCN(CC)CC.[NH2:45][CH2:46][CH2:47][OH:48].C(P1(=O)OP(CCC)(=O)OP(CCC)(=O)O1)CC, predict the reaction product. The product is: [NH2:1][C@H:2]([C:7]([O:9][C@H:10]1[C:18]2[C:13](=[CH:14][CH:15]=[CH:16][CH:17]=2)[CH2:12][C@:11]1([CH2:28][C:29]1[CH:37]=[CH:36][C:32]([C:33](=[O:34])[NH:45][CH2:46][CH2:47][OH:48])=[CH:31][CH:30]=1)[C:19]1[CH2:20][C:21]2[C:26]([CH:27]=1)=[CH:25][CH:24]=[CH:23][CH:22]=2)=[O:8])[CH2:3][CH:4]([CH3:5])[CH3:6]. (5) Given the reactants CS(O[C@@H:6]1[CH2:10][CH2:9][C@H:8]([NH:11][C:12](=[O:18])[O:13][C:14]([CH3:17])([CH3:16])[CH3:15])[CH2:7]1)(=O)=O.[I-:19].[Na+], predict the reaction product. The product is: [I:19][C@H:6]1[CH2:10][CH2:9][C@H:8]([NH:11][C:12](=[O:18])[O:13][C:14]([CH3:17])([CH3:16])[CH3:15])[CH2:7]1. (6) Given the reactants [Br:1][C:2]1[CH:3]=[CH:4][C:5]([NH:16][C:17]2[CH:22]=[CH:21][C:20]([C:23](=[O:31])[C:24]3[CH:29]=[CH:28][CH:27]=[CH:26][C:25]=3[CH3:30])=[C:19]([Cl:32])[CH:18]=2)=[C:6]([NH:8][C:9](=[O:15])[CH2:10][CH2:11][C:12]([OH:14])=O)[CH:7]=1.[NH2:33][CH2:34][CH:35]([OH:38])[CH2:36][OH:37], predict the reaction product. The product is: [Br:1][C:2]1[CH:3]=[CH:4][C:5]([NH:16][C:17]2[CH:22]=[CH:21][C:20]([C:23](=[O:31])[C:24]3[CH:29]=[CH:28][CH:27]=[CH:26][C:25]=3[CH3:30])=[C:19]([Cl:32])[CH:18]=2)=[C:6]([NH:8][C:9](=[O:15])[CH2:10][CH2:11][C:12]([NH:33][CH2:34][CH:35]([OH:38])[CH2:36][OH:37])=[O:14])[CH:7]=1.